Task: Regression. Given a peptide amino acid sequence and an MHC pseudo amino acid sequence, predict their binding affinity value. This is MHC class I binding data.. Dataset: Peptide-MHC class I binding affinity with 185,985 pairs from IEDB/IMGT The binding affinity (normalized) is 0.533. The MHC is HLA-A02:01 with pseudo-sequence HLA-A02:01. The peptide sequence is IMTIDLDSV.